From a dataset of Forward reaction prediction with 1.9M reactions from USPTO patents (1976-2016). Predict the product of the given reaction. (1) The product is: [CH3:29][O:30][C:3]1[CH:28]=[CH:27][C:6]([CH2:7][N:8]2[CH2:12][CH:11]([CH:13]([S:15]([C:16]3[CH:21]=[CH:20][CH:19]=[C:18]([C:22]([F:25])([F:24])[F:23])[CH:17]=3)(=[O:31])=[O:37])[CH3:14])[CH2:10][C:9]2=[O:26])=[CH:5][CH:4]=1. Given the reactants CO[C:3]1[CH:28]=[CH:27][C:6]([CH2:7][N:8]2[CH2:12][CH:11]([CH:13]([S:15][C:16]3[CH:21]=[CH:20][CH:19]=[C:18]([C:22]([F:25])([F:24])[F:23])[CH:17]=3)[CH3:14])[CH2:10][C:9]2=[O:26])=[CH:5][CH:4]=1.[CH3:29][OH:30].[OH:31]OS([O-])=O.[K+].[OH2:37], predict the reaction product. (2) Given the reactants [CH2:1]([O:8][N:9]1[C:18]2[C:13](=[CH:14][C:15](Br)=[CH:16][N:17]=2)[C:12]([NH:20][CH2:21][C:22]2[CH:27]=[CH:26][C:25]([O:28][CH3:29])=[CH:24][C:23]=2[O:30][CH3:31])=[C:11]([C:32]([NH:34][CH2:35][C:36]2[CH:41]=[CH:40][C:39]([F:42])=[CH:38][C:37]=2[F:43])=[O:33])[C:10]1=[O:44])[C:2]1[CH:7]=[CH:6][CH:5]=[CH:4][CH:3]=1.[CH2:45]([C:49]1[CH:54]=[CH:53][CH:52]=[CH:51][CH:50]=1)[CH2:46][C:47]#[CH:48], predict the reaction product. The product is: [CH2:1]([O:8][N:9]1[C:18]2[C:13](=[CH:14][C:15]([C:48]#[C:47][CH2:46][CH2:45][C:49]3[CH:54]=[CH:53][CH:52]=[CH:51][CH:50]=3)=[CH:16][N:17]=2)[C:12]([NH:20][CH2:21][C:22]2[CH:27]=[CH:26][C:25]([O:28][CH3:29])=[CH:24][C:23]=2[O:30][CH3:31])=[C:11]([C:32]([NH:34][CH2:35][C:36]2[CH:41]=[CH:40][C:39]([F:42])=[CH:38][C:37]=2[F:43])=[O:33])[C:10]1=[O:44])[C:2]1[CH:7]=[CH:6][CH:5]=[CH:4][CH:3]=1. (3) Given the reactants [CH3:1][O:2][C:3](=[O:30])[C:4]1[CH:9]=[CH:8][CH:7]=[C:6]([CH2:10][N:11]([CH:25]2[CH2:29][CH2:28][CH2:27][CH2:26]2)[C:12]2[CH:17]=[CH:16][N:15]=[C:14]([C:18]3[CH:23]=[CH:22][C:21]([OH:24])=[CH:20][CH:19]=3)[N:13]=2)[CH:5]=1.Br[CH2:32][CH:33]1[CH2:38][CH2:37][CH2:36][CH2:35][CH2:34]1.C([O-])([O-])=O.[K+].[K+], predict the reaction product. The product is: [CH3:1][O:2][C:3](=[O:30])[C:4]1[CH:9]=[CH:8][CH:7]=[C:6]([CH2:10][N:11]([C:12]2[CH:17]=[CH:16][N:15]=[C:14]([C:18]3[CH:23]=[CH:22][C:21]([O:24][CH2:32][CH:33]4[CH2:38][CH2:37][CH2:36][CH2:35][CH2:34]4)=[CH:20][CH:19]=3)[N:13]=2)[CH:25]2[CH2:29][CH2:28][CH2:27][CH2:26]2)[CH:5]=1. (4) The product is: [F:9][C:2]([F:1])([F:10])[CH2:3][CH2:4][CH2:5][C:6]([N:56]1[CH2:55][CH2:54][CH:53]([C:51]2[O:50][N:49]=[C:48]([C:42]3[CH:47]=[CH:46][CH:45]=[CH:44][CH:43]=3)[N:52]=2)[CH2:58][CH2:57]1)=[O:8]. Given the reactants [F:1][C:2]([F:10])([F:9])[CH2:3][CH2:4][CH2:5][C:6]([OH:8])=O.CCN=C=NCCCN(C)C.C1C=CC2N(O)N=NC=2C=1.C(N(C(C)C)CC)(C)C.Cl.[C:42]1([C:48]2[N:52]=[C:51]([CH:53]3[CH2:58][CH2:57][NH:56][CH2:55][CH2:54]3)[O:50][N:49]=2)[CH:47]=[CH:46][CH:45]=[CH:44][CH:43]=1, predict the reaction product. (5) The product is: [C:10]([O:14][C:15]([N:17]1[CH2:20][CH:19]([C:23]2[CH:24]=[C:25]3[CH:31]=[CH:30][NH:29][C:26]3=[N:27][CH:28]=2)[CH2:18]1)=[O:16])([CH3:13])([CH3:12])[CH3:11]. Given the reactants ClC([SiH3])(Cl)Cl.BrC(Br)C.[C:10]([O:14][C:15]([N:17]1[CH2:20][CH:19](I)[CH2:18]1)=[O:16])([CH3:13])([CH3:12])[CH3:11].I[C:23]1[CH:24]=[C:25]2[CH:31]=[CH:30][NH:29][C:26]2=[N:27][CH:28]=1, predict the reaction product. (6) Given the reactants [Cl:1][C:2]1[CH:7]=[CH:6][C:5]([S:8]([N:11]2[CH:16]3[CH2:17][CH2:18][CH2:19][CH:12]2[C:13](=[CH:21]O)[C:14](=O)[CH2:15]3)(=[O:10])=[O:9])=[CH:4][CH:3]=1.[NH2:23][C:24]1[N:28]=[C:27]([S:29][CH3:30])[NH:26][N:25]=1, predict the reaction product. The product is: [Cl:1][C:2]1[CH:7]=[CH:6][C:5]([S:8]([N:11]2[CH:16]3[CH2:17][CH2:18][CH2:19][CH:12]2[C:13]2[CH:21]=[N:23][C:24]4[N:25]([C:14]=2[CH2:15]3)[N:26]=[C:27]([S:29][CH3:30])[N:28]=4)(=[O:10])=[O:9])=[CH:4][CH:3]=1. (7) Given the reactants [Cl:1][C:2]1[CH:3]=[C:4]([N:9]([CH2:24][C:25]2[CH:30]=[CH:29][C:28]([O:31][CH3:32])=[C:27]([O:33][CH3:34])[CH:26]=2)[C:10]2[C:19]3[C:14](=[CH:15][C:16](F)=[C:17]([N+:20]([O-:22])=[O:21])[CH:18]=3)[N:13]=[CH:12][N:11]=2)[CH:5]=[CH:6][C:7]=1[F:8].[N:35]1([CH:41](O)[CH2:42][CH3:43])[CH2:40][CH2:39][O:38][CH2:37][CH2:36]1.CC(C)([O-:48])C.[Na+].O, predict the reaction product. The product is: [Cl:1][C:2]1[CH:3]=[C:4]([N:9]([CH2:24][C:25]2[CH:30]=[CH:29][C:28]([O:31][CH3:32])=[C:27]([O:33][CH3:34])[CH:26]=2)[C:10]2[C:19]3[C:14](=[CH:15][C:16]([O:48][CH2:43][CH2:42][CH2:41][N:35]4[CH2:40][CH2:39][O:38][CH2:37][CH2:36]4)=[C:17]([N+:20]([O-:22])=[O:21])[CH:18]=3)[N:13]=[CH:12][N:11]=2)[CH:5]=[CH:6][C:7]=1[F:8]. (8) Given the reactants [C:1]([OH:6])(=[O:5])[CH:2]([CH3:4])[OH:3].[OH-].[Na+].[CH3:9][C@@H:10]1[O:15][C@@H:14]([O:16][C@H:17]2[C@H:22]([O:23][C:24]3[C:25]4[O:79][C:75]5=[C:76]([Cl:78])[CH:77]=[C:72]([CH:73]=[CH:74]5)[C@@H:71]([OH:80])[C@@H:70]5[NH:81][C:82](=[O:83])[C@@H:51]([C:52]6[CH:53]=[CH:54][C:55]([OH:87])=[C:56]([C:58]7[C:63]([OH:64])=[CH:62][C:61]([OH:65])=[CH:60][C:59]=7[C@@H:66]([C:84]([OH:86])=[O:85])[NH:67][C:68]5=[O:69])[CH:57]=6)[NH:50][C:48](=[O:49])[C@H:47]5[C:27](=[CH:28][C:29]=3[O:30][C:31]3[CH:32]=[CH:33][C:34]([C@@H:38]([OH:102])[C@@H:39]([NH:92][C:93]([C@H:95]([NH:100][CH3:101])[CH2:96][CH:97]([CH3:99])[CH3:98])=[O:94])[C:40]([NH:42][C@@H:43]([CH2:88][C:89]([NH2:91])=[O:90])[C:44]([NH:46]5)=[O:45])=[O:41])=[CH:35][C:36]=3[Cl:37])[CH:26]=4)[O:21][C@H:20]([CH2:103][OH:104])[C@@H:19]([OH:105])[C@@H:18]2[OH:106])[CH2:13][C@@:12]([NH2:108])([CH3:107])[C@@H:11]1[OH:109].Cl.N[C@H](C(O)=O)CCSC, predict the reaction product. The product is: [C:1]([OH:6])(=[O:5])[CH:2]([CH3:4])[OH:3].[CH3:9][C@@H:10]1[O:15][C@@H:14]([O:16][C@H:17]2[C@H:22]([O:23][C:24]3[C:25]4[O:79][C:75]5=[C:76]([Cl:78])[CH:77]=[C:72]([CH:73]=[CH:74]5)[C@@H:71]([OH:80])[C@@H:70]5[NH:81][C:82](=[O:83])[C@@H:51]([C:52]6[CH:53]=[CH:54][C:55]([OH:87])=[C:56]([C:58]7[C:63]([OH:64])=[CH:62][C:61]([OH:65])=[CH:60][C:59]=7[C@@H:66]([C:84]([OH:86])=[O:85])[NH:67][C:68]5=[O:69])[CH:57]=6)[NH:50][C:48](=[O:49])[C@H:47]5[C:27](=[CH:28][C:29]=3[O:30][C:31]3[CH:32]=[CH:33][C:34]([C@@H:38]([OH:102])[C@@H:39]([NH:92][C:93]([C@H:95]([NH:100][CH3:101])[CH2:96][CH:97]([CH3:98])[CH3:99])=[O:94])[C:40]([NH:42][C@@H:43]([CH2:88][C:89]([NH2:91])=[O:90])[C:44]([NH:46]5)=[O:45])=[O:41])=[CH:35][C:36]=3[Cl:37])[CH:26]=4)[O:21][C@H:20]([CH2:103][OH:104])[C@@H:19]([OH:105])[C@@H:18]2[OH:106])[CH2:13][C@@:12]([NH2:108])([CH3:107])[C@@H:11]1[OH:109].